This data is from Forward reaction prediction with 1.9M reactions from USPTO patents (1976-2016). The task is: Predict the product of the given reaction. Given the reactants O=C1C2C(=CC=CC=2)C(=O)[N:3]1[C:12]1[CH:17]=[CH:16][C:15]([N:18]2[CH2:23][CH2:22][N:21]([C:24]([O:26][C:27]([CH3:30])([CH3:29])[CH3:28])=[O:25])[CH2:20][CH2:19]2)=[CH:14][C:13]=1[N+:31]([O-:33])=[O:32].NN.CCOC(C)=O.O, predict the reaction product. The product is: [NH2:3][C:12]1[CH:17]=[CH:16][C:15]([N:18]2[CH2:19][CH2:20][N:21]([C:24]([O:26][C:27]([CH3:30])([CH3:28])[CH3:29])=[O:25])[CH2:22][CH2:23]2)=[CH:14][C:13]=1[N+:31]([O-:33])=[O:32].